From a dataset of NCI-60 drug combinations with 297,098 pairs across 59 cell lines. Regression. Given two drug SMILES strings and cell line genomic features, predict the synergy score measuring deviation from expected non-interaction effect. (1) Drug 1: C1=CC(=CC=C1CCC2=CNC3=C2C(=O)NC(=N3)N)C(=O)NC(CCC(=O)O)C(=O)O. Drug 2: CC1=C2C(C(=O)C3(C(CC4C(C3C(C(C2(C)C)(CC1OC(=O)C(C(C5=CC=CC=C5)NC(=O)C6=CC=CC=C6)O)O)OC(=O)C7=CC=CC=C7)(CO4)OC(=O)C)O)C)OC(=O)C. Cell line: U251. Synergy scores: CSS=47.4, Synergy_ZIP=-3.26, Synergy_Bliss=-3.87, Synergy_Loewe=-2.06, Synergy_HSA=0.840. (2) Drug 1: C1CCC(C1)C(CC#N)N2C=C(C=N2)C3=C4C=CNC4=NC=N3. Drug 2: CN1CCC(CC1)COC2=C(C=C3C(=C2)N=CN=C3NC4=C(C=C(C=C4)Br)F)OC. Cell line: SK-OV-3. Synergy scores: CSS=14.8, Synergy_ZIP=-5.27, Synergy_Bliss=1.16, Synergy_Loewe=-8.81, Synergy_HSA=1.58.